From a dataset of Reaction yield outcomes from USPTO patents with 853,638 reactions. Predict the reaction yield, written as a fraction of the theoretical maximum amount of product (1.0 means a 100% yield; for example, 0.34 means a 34% yield). (1) The reactants are [C:1](=O)([O-])[O-].[K+].[K+].[Br:7][C:8]1[CH:9]=[C:10]([CH:12]=[CH:13][CH:14]=1)[NH2:11].[CH2:15](Br)[CH:16]=[CH2:17].[C:19](#N)[CH3:20]. No catalyst specified. The product is [Br:7][C:8]1[CH:9]=[C:10]([CH:12]=[CH:13][CH:14]=1)[N:11]([CH2:1][CH:19]=[CH2:20])[CH2:15][CH:16]=[CH2:17]. The yield is 0.850. (2) The reactants are [CH2:1]([O:8][C:9]1[C:14](=[O:15])[N:13]2[CH:16]=[C:17]([CH3:20])[CH:18]=[CH:19][C:12]2=[N:11][C:10]=1[C:21](O)=[O:22])[C:2]1[CH:7]=[CH:6][CH:5]=[CH:4][CH:3]=1.[CH3:24][C:25]1[CH:26]=[C:27]([CH:32]=[CH:33][CH:34]=1)[C:28]([NH:30][NH2:31])=[O:29].ON1C2C=CC=CC=2N=N1.Cl.CN(C)CCCN=C=NCC. The catalyst is O1CCCC1. The product is [CH2:1]([O:8][C:9]1[C:14](=[O:15])[N:13]2[CH:16]=[C:17]([CH3:20])[CH:18]=[CH:19][C:12]2=[N:11][C:10]=1[C:21]([NH:31][NH:30][C:28](=[O:29])[C:27]1[CH:32]=[CH:33][CH:34]=[C:25]([CH3:24])[CH:26]=1)=[O:22])[C:2]1[CH:3]=[CH:4][CH:5]=[CH:6][CH:7]=1. The yield is 0.530.